Predict the reactants needed to synthesize the given product. From a dataset of Full USPTO retrosynthesis dataset with 1.9M reactions from patents (1976-2016). Given the product [Cl:14][C:9]1[CH:10]=[CH:11][CH:12]=[C:13]2[C:8]=1[C:7]([C:15]([NH:17][CH2:18][CH:19]1[CH2:24][CH2:23][C:22]([F:26])([F:25])[CH2:21][CH2:20]1)=[O:16])=[CH:6][N:5]2[CH2:4][C@@H:3]1[O:27][C:33](=[O:34])[NH:1][CH2:2]1, predict the reactants needed to synthesize it. The reactants are: [NH2:1][CH2:2][C@@H:3]([OH:27])[CH2:4][N:5]1[C:13]2[C:8](=[C:9]([Cl:14])[CH:10]=[CH:11][CH:12]=2)[C:7]([C:15]([NH:17][CH2:18][CH:19]2[CH2:24][CH2:23][C:22]([F:26])([F:25])[CH2:21][CH2:20]2)=[O:16])=[CH:6]1.C1N=CN([C:33](N2C=NC=C2)=[O:34])C=1.O.